Dataset: Catalyst prediction with 721,799 reactions and 888 catalyst types from USPTO. Task: Predict which catalyst facilitates the given reaction. (1) Reactant: [Br:1][CH2:2][C:3]([C:5]1[CH:10]=[CH:9][CH:8]=[CH:7][CH:6]=1)=O.[S:11]1[CH2:15][CH2:14][CH2:13][CH2:12]1.O.C([O:19]CC)C. Product: [Br-:1].[O:19]=[C:12]1[CH2:13][CH2:14][CH2:15][S+:11]1[CH2:2][CH2:3][C:5]1[CH:10]=[CH:9][CH:8]=[CH:7][CH:6]=1. The catalyst class is: 463. (2) Reactant: [Br:1][C:2]1[C:3]([C:7]2[CH:12]=[CH:11][CH:10]=[CH:9][CH:8]=2)=[N:4][NH:5][CH:6]=1.N1C=CC=CC=1.[C:19]1([CH3:29])[CH:24]=[CH:23][C:22]([S:25](Cl)(=[O:27])=[O:26])=[CH:21][CH:20]=1. Product: [Br:1][C:2]1[C:3]([C:7]2[CH:12]=[CH:11][CH:10]=[CH:9][CH:8]=2)=[N:4][N:5]([S:25]([C:22]2[CH:23]=[CH:24][C:19]([CH3:29])=[CH:20][CH:21]=2)(=[O:27])=[O:26])[CH:6]=1. The catalyst class is: 4. (3) Reactant: [NH2:1][CH2:2][CH2:3][C@@H:4]1[CH2:8][CH2:7][CH2:6][N:5]1[C:9]([C:11]1[CH:31]=[CH:30][C:14]([C:15]([NH:17][C@H:18]([C:20]2[NH:24][C:23]3[CH:25]=[CH:26][C:27]([Cl:29])=[CH:28][C:22]=3[N:21]=2)[CH3:19])=[O:16])=[CH:13][C:12]=1[Cl:32])=[O:10].[C:33](OC(=O)C)(=[O:35])[CH3:34].[Cl-].[Na+].ClCl. Product: [C:33]([NH:1][CH2:2][CH2:3][C@@H:4]1[CH2:8][CH2:7][CH2:6][N:5]1[C:9]([C:11]1[CH:31]=[CH:30][C:14]([C:15]([NH:17][C@H:18]([C:20]2[NH:24][C:23]3[CH:25]=[CH:26][C:27]([Cl:29])=[CH:28][C:22]=3[N:21]=2)[CH3:19])=[O:16])=[CH:13][C:12]=1[Cl:32])=[O:10])(=[O:35])[CH3:34]. The catalyst class is: 404. (4) Reactant: [O:1]=[C:2]1[CH2:6][C:5]2([CH2:11][CH2:10][CH:9]([C:12]([OH:14])=O)[CH2:8][CH2:7]2)[CH2:4][N:3]1[C:15]1[CH:20]=[CH:19][CH:18]=[CH:17][CH:16]=1.[F:21][C:22]([F:32])([F:31])[C:23]1[CH:28]=[CH:27][C:26]([NH2:29])=[C:25]([NH2:30])[CH:24]=1.CCN=C=NCCCN(C)C. Product: [NH2:29][C:26]1[CH:27]=[CH:28][C:23]([C:22]([F:21])([F:31])[F:32])=[CH:24][C:25]=1[NH:30][C:12]([CH:9]1[CH2:10][CH2:11][C:5]2([CH2:4][N:3]([C:15]3[CH:16]=[CH:17][CH:18]=[CH:19][CH:20]=3)[C:2](=[O:1])[CH2:6]2)[CH2:7][CH2:8]1)=[O:14]. The catalyst class is: 17. (5) The catalyst class is: 34. Product: [I:14][C:4]1[CH:3]=[C:2]([CH3:1])[CH:8]=[CH:7][C:5]=1[NH2:6]. Reactant: [CH3:1][C:2]1[CH:8]=[CH:7][C:5]([NH2:6])=[CH:4][CH:3]=1.C([O-])(O)=O.[Na+].[I:14]I.OS([O-])=O.[Na+]. (6) Reactant: [NH:1](C(OC(C)(C)C)=O)[C@H:2]([C:12]([NH:14][C@@H:15]([C:25]([OH:27])=[O:26])[CH2:16][O:17][CH2:18][C:19]1[CH:24]=[CH:23][CH:22]=[CH:21][CH:20]=1)=[O:13])[CH2:3][CH2:4][C:5](=[O:11])[O:6]C(C)(C)C. Product: [NH2:1][C@H:2]([C:12]([NH:14][C@@H:15]([C:25]([OH:27])=[O:26])[CH2:16][O:17][CH2:18][C:19]1[CH:20]=[CH:21][CH:22]=[CH:23][CH:24]=1)=[O:13])[CH2:3][CH2:4][C:5](=[O:6])[OH:11]. The catalyst class is: 67.